This data is from Peptide-MHC class II binding affinity with 134,281 pairs from IEDB. The task is: Regression. Given a peptide amino acid sequence and an MHC pseudo amino acid sequence, predict their binding affinity value. This is MHC class II binding data. (1) The peptide sequence is HYPLHLRYYRITYGE. The MHC is DRB1_1302 with pseudo-sequence DRB1_1302. The binding affinity (normalized) is 0.381. (2) The peptide sequence is SEELRSLYNTVATLYCVHQ. The MHC is DRB1_0401 with pseudo-sequence DRB1_0401. The binding affinity (normalized) is 0.480. (3) The binding affinity (normalized) is 0.357. The MHC is HLA-DPA10201-DPB10101 with pseudo-sequence HLA-DPA10201-DPB10101. The peptide sequence is PTPVNIIGRNMLTQIGC. (4) The peptide sequence is HYKGSSFHRVIPGFM. The MHC is HLA-DPA10103-DPB10401 with pseudo-sequence HLA-DPA10103-DPB10401. The binding affinity (normalized) is 0.788. (5) The peptide sequence is SQDLELSWNLNGHQAY. The MHC is DRB1_0401 with pseudo-sequence DRB1_0401. The binding affinity (normalized) is 0.700. (6) The peptide sequence is LFLLSTRQNVEGSYDGAYAP. The MHC is DRB1_0404 with pseudo-sequence DRB1_0404. The binding affinity (normalized) is 0.140. (7) The peptide sequence is DFYFVINVRNVSVSA. The MHC is HLA-DQA10501-DQB10301 with pseudo-sequence HLA-DQA10501-DQB10301. The binding affinity (normalized) is 0.0538. (8) The peptide sequence is GELQIVDKIDALFKI. The MHC is DRB1_1302 with pseudo-sequence DRB1_1302. The binding affinity (normalized) is 0.687.